From a dataset of Catalyst prediction with 721,799 reactions and 888 catalyst types from USPTO. Predict which catalyst facilitates the given reaction. (1) Reactant: [C:1]1(=[O:8])[O:7][C:5](=[O:6])[CH2:4][CH2:3][CH2:2]1.[CH2:9]([NH2:12])[CH:10]=[CH2:11]. Product: [O:6]=[C:5]([NH:12][CH2:9][CH:10]=[CH2:11])[CH2:4][CH2:3][CH2:2][C:1]([OH:7])=[O:8]. The catalyst class is: 22. (2) Reactant: Cl[C:2]1[N:7]=[CH:6][N:5]=[C:4]([NH2:8])[C:3]=1[O:9][CH3:10].[NH:11]1[CH2:15][CH2:14][CH2:13][CH2:12]1. Product: [CH3:10][O:9][C:3]1[C:4]([NH2:8])=[N:5][CH:6]=[N:7][C:2]=1[N:11]1[CH2:15][CH2:14][CH2:13][CH2:12]1. The catalyst class is: 11. (3) Reactant: [H-].[Na+].[F:3][C:4]1[C:13]([OH:14])=[C:12]2[C:7]([CH:8]=[CH:9][CH:10]=[N:11]2)=[C:6]([I:15])[CH:5]=1.[CH2:16](Br)[C:17]1[CH:22]=[CH:21][CH:20]=[CH:19][CH:18]=1. Product: [CH2:16]([O:14][C:13]1[C:4]([F:3])=[CH:5][C:6]([I:15])=[C:7]2[C:12]=1[N:11]=[CH:10][CH:9]=[CH:8]2)[C:17]1[CH:22]=[CH:21][CH:20]=[CH:19][CH:18]=1. The catalyst class is: 3. (4) Reactant: [NH2:1][C:2]1[CH:11]=[CH:10][CH:9]=[C:8]2[C:3]=1[C:4](=[O:21])[N:5]([CH:13]1[CH2:18][CH2:17][C:16](=[O:19])[NH:15][C:14]1=[O:20])[C:6]([CH3:12])=[N:7]2.[CH3:22][O:23][CH2:24][C:25](Cl)=[O:26]. Product: [O:20]=[C:14]1[CH:13]([N:5]2[C:4](=[O:21])[C:3]3[C:8](=[CH:9][CH:10]=[CH:11][C:2]=3[NH:1][C:25](=[O:26])[CH2:24][O:23][CH3:22])[N:7]=[C:6]2[CH3:12])[CH2:18][CH2:17][C:16](=[O:19])[NH:15]1. The catalyst class is: 7.